This data is from Full USPTO retrosynthesis dataset with 1.9M reactions from patents (1976-2016). The task is: Predict the reactants needed to synthesize the given product. (1) Given the product [C:1]([C:3]1[CH:8]=[CH:7][C:6]([NH:9][C:10]2[N:15]=[C:14]([NH:16][CH2:17][CH2:18][CH3:19])[C:13]([C:20]#[C:21][CH2:22][CH2:23][CH2:24][NH:25][C:26](=[O:38])[C@@H:27]([NH:29][CH3:30])[CH3:28])=[CH:12][N:11]=2)=[CH:5][CH:4]=1)#[N:2], predict the reactants needed to synthesize it. The reactants are: [C:1]([C:3]1[CH:8]=[CH:7][C:6]([NH:9][C:10]2[N:15]=[C:14]([NH:16][CH2:17][CH2:18][CH3:19])[C:13]([C:20]#[C:21][CH2:22][CH2:23][CH2:24][NH:25][C:26](=[O:38])[C@@H:27]([N:29](C)[C:30](=O)OC(C)(C)C)[CH3:28])=[CH:12][N:11]=2)=[CH:5][CH:4]=1)#[N:2].Cl. (2) Given the product [C:1]([O:5][C:6](=[O:22])[NH:7][C:8]1[CH:13]=[C:12]([N:14]([CH3:16])[CH3:15])[C:11]([C:17]([F:20])([F:19])[F:18])=[CH:10][C:9]=1[NH:21][C:28](=[O:27])[CH2:29][C:30]([C:32]1[CH:37]=[CH:36][CH:35]=[C:34]([N:38]2[C:42]([CH2:43][N:44]([CH3:46])[CH3:45])=[CH:41][N:40]=[N:39]2)[CH:33]=1)=[O:31])([CH3:4])([CH3:2])[CH3:3], predict the reactants needed to synthesize it. The reactants are: [C:1]([O:5][C:6](=[O:22])[NH:7][C:8]1[CH:13]=[C:12]([N:14]([CH3:16])[CH3:15])[C:11]([C:17]([F:20])([F:19])[F:18])=[CH:10][C:9]=1[NH2:21])([CH3:4])([CH3:3])[CH3:2].C([O:27][C:28](=O)[CH2:29][C:30]([C:32]1[CH:37]=[CH:36][CH:35]=[C:34]([N:38]2[C:42]([CH2:43][N:44]([CH3:46])[CH3:45])=[CH:41][N:40]=[N:39]2)[CH:33]=1)=[O:31])(C)(C)C. (3) Given the product [Cl:1][C:2]1[CH:10]=[CH:9][C:8]([N:7]([S:11]([C:14]2[CH:19]=[CH:18][C:17]([O:20][CH3:21])=[C:16]([O:22][CH3:23])[CH:15]=2)(=[O:12])=[O:13])[CH:6]([O:40][CH2:39][CH3:38])[C:24]([NH2:49])=[O:25])=[C:4]([CH2:5][C:27]2[C:28]([F:34])=[CH:29][CH:30]=[CH:31][C:32]=2[F:33])[CH:3]=1, predict the reactants needed to synthesize it. The reactants are: [Cl:1][C:2]1[CH:3]=[C:4]2[C:8](=[CH:9][CH:10]=1)[N:7]([S:11]([C:14]1[CH:19]=[CH:18][C:17]([O:20][CH3:21])=[C:16]([O:22][CH3:23])[CH:15]=1)(=[O:13])=[O:12])[CH:6]([C:24](O)=[O:25])[CH:5]2[C:27]1[C:32]([F:33])=[CH:31][CH:30]=[CH:29][C:28]=1[F:34].C(N1CC[O:40][CH2:39][CH2:38]1)C.ClC(OCC)=O.[NH3:49]. (4) The reactants are: [F:1][C:2]1[CH:7]=[CH:6][C:5]([NH:8][C:9]([C:11]2[N:15]([CH3:16])[CH:14]=[C:13]([C:17](=[O:23])[C:18]([O:20]CC)=O)[CH:12]=2)=[O:10])=[CH:4][C:3]=1[CH3:24].[CH:25]([NH2:28])([CH3:27])[CH3:26]. Given the product [F:1][C:2]1[CH:7]=[CH:6][C:5]([NH:8][C:9]([C:11]2[N:15]([CH3:16])[CH:14]=[C:13]([C:17](=[O:23])[C:18]([NH:28][CH:25]([CH3:27])[CH3:26])=[O:20])[CH:12]=2)=[O:10])=[CH:4][C:3]=1[CH3:24], predict the reactants needed to synthesize it. (5) Given the product [N:9]1([C:2]2[N:7]=[C:6]([NH2:8])[CH:5]=[CH:4][CH:3]=2)[CH2:14][CH2:13][O:12][CH2:11][CH2:10]1, predict the reactants needed to synthesize it. The reactants are: Cl[C:2]1[N:7]=[C:6]([NH2:8])[CH:5]=[CH:4][CH:3]=1.[NH:9]1[CH2:14][CH2:13][O:12][CH2:11][CH2:10]1. (6) The reactants are: [Cl:1][C:2]1[S:6][C:5]([C:7]([NH:9][CH2:10][C@H:11]2[C@H:19]3[N:14]([C:15]4[CH:23]=[CH:22][C:21](B5OC(C)(C)C(C)(C)O5)=[CH:20][C:16]=4[O:17][CH2:18]3)[C:13](=[O:33])[O:12]2)=[O:8])=[CH:4][CH:3]=1.[CH3:34][S:35]([C:38]1[CH:43]=[CH:42][CH:41]=[CH:40][C:39]=1Br)(=[O:37])=[O:36].C(=O)([O-])[O-].[Cs+].[Cs+]. Given the product [Cl:1][C:2]1[S:6][C:5]([C:7]([NH:9][CH2:10][C@H:11]2[C@H:19]3[N:14]([C:15]4[CH:23]=[CH:22][C:21]([C:39]5[CH:40]=[CH:41][CH:42]=[CH:43][C:38]=5[S:35]([CH3:34])(=[O:37])=[O:36])=[CH:20][C:16]=4[O:17][CH2:18]3)[C:13](=[O:33])[O:12]2)=[O:8])=[CH:4][CH:3]=1, predict the reactants needed to synthesize it. (7) Given the product [Cl:22][C:8]1[N:7]=[C:6]([NH:10][CH:11]2[CH2:13][CH2:12]2)[N:5]=[C:4]([C:14]2[CH:15]=[N:16][CH:17]=[CH:18][CH:19]=2)[C:3]=1[C:1]#[N:2], predict the reactants needed to synthesize it. The reactants are: [C:1]([C:3]1[C:8](=O)[NH:7][C:6]([NH:10][CH:11]2[CH2:13][CH2:12]2)=[N:5][C:4]=1[C:14]1[CH:15]=[N:16][CH:17]=[CH:18][CH:19]=1)#[N:2].O=P(Cl)(Cl)[Cl:22]. (8) Given the product [CH:31]([C:28]1[CH:29]=[CH:30][C:25]([S:22]([N:21]([B:37]([OH:38])[OH:39])[CH2:20][CH2:19][CH2:18][CH2:17][CH2:16][CH2:15][CH2:14][CH2:13][CH2:12][CH2:11][CH2:10][CH2:9][CH2:8][CH2:7][C:6]([OH:40])=[O:5])(=[O:24])=[O:23])=[CH:26][CH:27]=1)([C:33]([CH3:36])([CH3:35])[CH3:34])[CH3:32], predict the reactants needed to synthesize it. The reactants are: C([O:5][C:6](=[O:40])[CH2:7][CH2:8][CH2:9][CH2:10][CH2:11][CH2:12][CH2:13][CH2:14][CH2:15][CH2:16][CH2:17][CH2:18][CH2:19][CH2:20][N:21]([B:37]([OH:39])[OH:38])[S:22]([C:25]1[CH:30]=[CH:29][C:28]([CH:31]([C:33]([CH3:36])([CH3:35])[CH3:34])[CH3:32])=[CH:27][CH:26]=1)(=[O:24])=[O:23])(C)(C)C.FC(F)(F)C(O)=O.